Dataset: Forward reaction prediction with 1.9M reactions from USPTO patents (1976-2016). Task: Predict the product of the given reaction. (1) Given the reactants CS(N)(=O)=O.[OH2:6].[CH:7](/[C:10]1[CH:24]=[CH:23][CH:22]=[CH:21][C:11]=1[CH2:12][NH:13][C:14](=[O:20])[O:15][C:16]([CH3:19])([CH3:18])[CH3:17])=[CH:8]/[CH3:9].S([O-])([O-])(=[O:27])=S.[Na+].[Na+], predict the reaction product. The product is: [OH:6][C@@H:7]([C:10]1[CH:24]=[CH:23][CH:22]=[CH:21][C:11]=1[CH2:12][NH:13][C:14](=[O:20])[O:15][C:16]([CH3:18])([CH3:19])[CH3:17])[C@H:8]([OH:27])[CH3:9]. (2) Given the reactants [CH2:1]([O:3][C:4](=[O:19])[CH2:5][N:6]([C:12]([O:14][C:15]([CH3:18])([CH3:17])[CH3:16])=[O:13])[CH2:7][CH2:8][C:9](=[O:11])[CH3:10])[CH3:2].CC(C)([O-])C.[K+], predict the reaction product. The product is: [CH3:2][CH2:1][O:3][C:4]([CH:5]1[C:9]([OH:11])([CH3:10])[CH2:8][CH2:7][N:6]1[C:12]([O:14][C:15]([CH3:18])([CH3:17])[CH3:16])=[O:13])=[O:19].